Dataset: Reaction yield outcomes from USPTO patents with 853,638 reactions. Task: Predict the reaction yield, written as a fraction of the theoretical maximum amount of product (1.0 means a 100% yield; for example, 0.34 means a 34% yield). (1) The reactants are [CH2:1]([C:3]1[CH:11]=[C:10]2[C:6]([C:7](=O)[C:8](=[O:12])[NH:9]2)=[CH:5][CH:4]=1)[CH3:2].[CH:14]1[C:19]([NH:20][NH2:21])=[CH:18][CH:17]=[C:16]([S:22]([NH2:25])(=[O:24])=[O:23])[CH:15]=1.Cl. No catalyst specified. The product is [CH2:1]([C:3]1[CH:11]=[C:10]2[C:6]([C:7](=[N:21][NH:20][C:19]3[CH:18]=[CH:17][C:16]([S:22]([NH2:25])(=[O:23])=[O:24])=[CH:15][CH:14]=3)[C:8](=[O:12])[NH:9]2)=[CH:5][CH:4]=1)[CH3:2]. The yield is 0.790. (2) The reactants are [NH2:1][C:2]1[CH:11]=[CH:10][C:9]2[NH:8][C:7](=[O:12])[C:6]3[NH:13][CH:14]=[CH:15][C:5]=3[C:4]=2[CH:3]=1.Cl.[CH2:17]([C:19]([OH:21])=[O:20])[CH3:18].[C:22]1([CH3:32])[CH:27]=[CH:26][C:25]([S:28](Cl)(=[O:30])=[O:29])=[CH:24][CH:23]=1. No catalyst specified. The product is [O:12]=[C:7]1[C:6]2[NH:13][CH:14]=[CH:15][C:5]=2[C:4]2[CH:3]=[C:2]([NH:1][S:28]([C:25]3[CH:26]=[CH:27][C:22]([CH3:32])=[CH:23][CH:24]=3)(=[O:30])=[O:29])[CH:11]=[CH:10][C:9]=2[NH:8]1.[CH2:17]([C:19]([O-:21])=[O:20])[CH3:18]. The yield is 0.280. (3) The reactants are [CH3:1][C:2]1[CH:3]=[C:4]([CH:16]=[CH:17][CH:18]=1)[CH2:5][C:6]1[O:10][N:9]=[C:8]([C:11]([O:13]CC)=O)[N:7]=1.Cl.[Cl:20][C:21]1[CH:22]=[C:23]2[C:27](=[CH:28][CH:29]=1)[NH:26][CH:25]=[C:24]2[CH2:30][CH2:31][NH2:32].CN(C(ON1N=NC2C=CC=NC1=2)=[N+](C)C)C.F[P-](F)(F)(F)(F)F.C(N(CC)C(C)C)(C)C. The catalyst is C1COCC1.[OH-].[Na+].O.CN(C=O)C. The product is [Cl:20][C:21]1[CH:22]=[C:23]2[C:27](=[CH:28][CH:29]=1)[NH:26][CH:25]=[C:24]2[CH2:30][CH2:31][NH:32][C:11]([C:8]1[N:7]=[C:6]([CH2:5][C:4]2[CH:16]=[CH:17][CH:18]=[C:2]([CH3:1])[CH:3]=2)[O:10][N:9]=1)=[O:13]. The yield is 0.670. (4) The catalyst is O1CCCC1. The reactants are [H-].[Na+].[CH2:3]([O:10][C:11]1[CH:16]=[CH:15][C:14]([C:17]([OH:26])([C:22]([F:25])([F:24])[F:23])[C:18]([F:21])([F:20])[F:19])=[CH:13][C:12]=1[CH2:27][CH2:28][CH3:29])[C:4]1[CH:9]=[CH:8][CH:7]=[CH:6][CH:5]=1.[CH3:30][O:31][CH2:32]Cl.O. The product is [CH2:3]([O:10][C:11]1[CH:16]=[CH:15][C:14]([C:17]([O:26][CH2:30][O:31][CH3:32])([C:18]([F:19])([F:20])[F:21])[C:22]([F:23])([F:24])[F:25])=[CH:13][C:12]=1[CH2:27][CH2:28][CH3:29])[C:4]1[CH:5]=[CH:6][CH:7]=[CH:8][CH:9]=1. The yield is 0.900. (5) The reactants are [NH:1]1[CH2:6][CH2:5][CH2:4][CH2:3][CH2:2]1.[CH2:7]([O:9][C:10](=[O:34])[CH2:11][N:12]1[C:20]2[C:15](=[CH:16][C:17]([F:21])=[CH:18][CH:19]=2)[C:14]([CH2:22][C:23]2[CH:28]=[CH:27][CH:26]=[CH:25][C:24]=2[S:29](Cl)(=[O:31])=[O:30])=[C:13]1[CH3:33])[CH3:8]. The catalyst is N1C=CC=CC=1.O. The product is [CH2:7]([O:9][C:10](=[O:34])[CH2:11][N:12]1[C:20]2[C:15](=[CH:16][C:17]([F:21])=[CH:18][CH:19]=2)[C:14]([CH2:22][C:23]2[CH:28]=[CH:27][CH:26]=[CH:25][C:24]=2[S:29]([N:1]2[CH2:6][CH2:5][CH2:4][CH2:3][CH2:2]2)(=[O:31])=[O:30])=[C:13]1[CH3:33])[CH3:8]. The yield is 0.720. (6) The reactants are [CH2:1]([O:8][C:9](=[O:25])[CH2:10][C@@H:11]([NH:17]C(OC(C)(C)C)=O)[C:12]([N:14]([CH3:16])[CH3:15])=O)[C:2]1[CH:7]=[CH:6][CH:5]=[CH:4][CH:3]=1.[ClH:26]. No catalyst specified. The product is [ClH:26].[ClH:26].[CH2:1]([O:8][C:9](=[O:25])[CH2:10][C@@H:11]([NH2:17])[CH2:12][N:14]([CH3:15])[CH3:16])[C:2]1[CH:7]=[CH:6][CH:5]=[CH:4][CH:3]=1. The yield is 0.870. (7) The reactants are Br[C:2]1[C:11](=[O:12])[C:10]2[C:5](=[CH:6][CH:7]=[CH:8][CH:9]=2)[O:4][CH:3]=1.[F:13][C:14]1[CH:19]=[CH:18][C:17](B(O)O)=[CH:16][CH:15]=1.C(Cl)Cl. The catalyst is C1C=CC=CC=1.O.C1(P(C2C=CC=CC=2)C2C=CC=CC=2)C=CC=CC=1.C1(P(C2C=CC=CC=2)C2C=CC=CC=2)C=CC=CC=1.C1(P(C2C=CC=CC=2)C2C=CC=CC=2)C=CC=CC=1.C1(P(C2C=CC=CC=2)C2C=CC=CC=2)C=CC=CC=1.[Pd].CCOC(C)=O. The product is [F:13][C:14]1[CH:19]=[CH:18][C:17]([C:2]2[C:11](=[O:12])[C:10]3[C:5](=[CH:6][CH:7]=[CH:8][CH:9]=3)[O:4][CH:3]=2)=[CH:16][CH:15]=1. The yield is 0.670. (8) The reactants are [CH2:1]([N:8]1[CH2:13][CH:12]2[CH:10]([CH:11]2[CH2:14][NH2:15])[CH2:9]1)[C:2]1[CH:7]=[CH:6][CH:5]=[CH:4][CH:3]=1.C(N(CC)CC)C.[CH3:23][C:24]([O:27][C:28](O[C:28]([O:27][C:24]([CH3:26])([CH3:25])[CH3:23])=[O:29])=[O:29])([CH3:26])[CH3:25].O. The catalyst is O1CCOCC1.O. The product is [CH2:1]([N:8]1[CH2:13][CH:12]2[CH:10]([CH:11]2[CH2:14][NH:15][C:28](=[O:29])[O:27][C:24]([CH3:26])([CH3:25])[CH3:23])[CH2:9]1)[C:2]1[CH:3]=[CH:4][CH:5]=[CH:6][CH:7]=1. The yield is 1.00. (9) The yield is 0.480. The catalyst is ClCCl.C(Cl)(Cl)Cl. The reactants are C(Br)(Br)(Br)Br.C1(P(C2C=CC=CC=2)C2C=CC=CC=2)C=CC=CC=1.O[CH2:26][CH2:27][O:28][C:29]1[CH:30]=[C:31]([NH:50][CH:51]2[CH2:56][CH2:55][N:54]([CH:57]([CH3:59])[CH3:58])[CH2:53][CH2:52]2)[C:32]([C:35]2[NH:44][C:43](=[O:45])[C:42]3[C:37](=[CH:38][C:39]([O:48][CH3:49])=[CH:40][C:41]=3[O:46][CH3:47])[N:36]=2)=[N:33][CH:34]=1.[NH:60]1[CH2:64][CH2:63][CH2:62][CH2:61]1. The product is [CH:57]([N:54]1[CH2:53][CH2:52][CH:51]([NH:50][C:31]2[C:32]([C:35]3[NH:44][C:43](=[O:45])[C:42]4[C:37](=[CH:38][C:39]([O:48][CH3:49])=[CH:40][C:41]=4[O:46][CH3:47])[N:36]=3)=[N:33][CH:34]=[C:29]([O:28][CH2:27][CH2:26][N:60]3[CH2:64][CH2:63][CH2:62][CH2:61]3)[CH:30]=2)[CH2:56][CH2:55]1)([CH3:58])[CH3:59]. (10) The product is [CH3:26][C:25]([C:20]1[CH:21]=[CH:22][CH:23]=[CH:24][N:19]=1)([CH3:27])[CH:52]([C:53]1[CH:49]=[CH:47][CH:50]=[CH:55][CH:54]=1)[NH2:51]. The yield is 0.790. The reactants are C(=O)C1C=CC=CC=1.C[Si]([N-][Si](C)(C)C)(C)C.[Li+].[N:19]1[CH:24]=[CH:23][CH:22]=[CH:21][C:20]=1[C:25]([K])([CH3:27])[CH3:26].CC([O-])(C)C.[K+].C(NC(C)C)(C)C.[Li]CCCC.[CH:47]([C:50]1[CH:55]=[CH:54][CH:53]=[CH:52][N:51]=1)([CH3:49])C.[NH4+].[Cl-]. The catalyst is C1COCC1.